From a dataset of Reaction yield outcomes from USPTO patents with 853,638 reactions. Predict the reaction yield, written as a fraction of the theoretical maximum amount of product (1.0 means a 100% yield; for example, 0.34 means a 34% yield). The reactants are [O:1]1[CH:5]=[CH:4][CH:3]=[C:2]1[C:6]1[O:7][C:8]([CH3:42])=[C:9]([CH2:11][O:12][C:13]2[CH:39]=[CH:38][C:16]([CH2:17][O:18][C:19]3[C:23](/[CH:24]=[CH:25]/[C:26](N(OC)C)=[O:27])=[CH:22][N:21]([C:32]4[CH:37]=[CH:36][CH:35]=[CH:34][CH:33]=4)[N:20]=3)=[CH:15][C:14]=2[O:40][CH3:41])[N:10]=1.[CH3:43][Mg]Br.Cl. The catalyst is O1CCCC1. The product is [O:1]1[CH:5]=[CH:4][CH:3]=[C:2]1[C:6]1[O:7][C:8]([CH3:42])=[C:9]([CH2:11][O:12][C:13]2[CH:39]=[CH:38][C:16]([CH2:17][O:18][C:19]3[C:23](/[CH:24]=[CH:25]/[C:26](=[O:27])[CH3:43])=[CH:22][N:21]([C:32]4[CH:33]=[CH:34][CH:35]=[CH:36][CH:37]=4)[N:20]=3)=[CH:15][C:14]=2[O:40][CH3:41])[N:10]=1. The yield is 0.680.